The task is: Regression. Given two drug SMILES strings and cell line genomic features, predict the synergy score measuring deviation from expected non-interaction effect.. This data is from NCI-60 drug combinations with 297,098 pairs across 59 cell lines. (1) Drug 1: CCC1=CC2CC(C3=C(CN(C2)C1)C4=CC=CC=C4N3)(C5=C(C=C6C(=C5)C78CCN9C7C(C=CC9)(C(C(C8N6C)(C(=O)OC)O)OC(=O)C)CC)OC)C(=O)OC.C(C(C(=O)O)O)(C(=O)O)O. Synergy scores: CSS=30.3, Synergy_ZIP=2.01, Synergy_Bliss=7.16, Synergy_Loewe=-3.48, Synergy_HSA=5.51. Drug 2: C(CCl)NC(=O)N(CCCl)N=O. Cell line: UACC-257. (2) Drug 1: C1C(C(OC1N2C=NC3=C(N=C(N=C32)Cl)N)CO)O. Drug 2: CC1=C(N=C(N=C1N)C(CC(=O)N)NCC(C(=O)N)N)C(=O)NC(C(C2=CN=CN2)OC3C(C(C(C(O3)CO)O)O)OC4C(C(C(C(O4)CO)O)OC(=O)N)O)C(=O)NC(C)C(C(C)C(=O)NC(C(C)O)C(=O)NCCC5=NC(=CS5)C6=NC(=CS6)C(=O)NCCC[S+](C)C)O. Cell line: SW-620. Synergy scores: CSS=45.8, Synergy_ZIP=-1.35, Synergy_Bliss=-2.40, Synergy_Loewe=-3.05, Synergy_HSA=1.32. (3) Cell line: SK-OV-3. Drug 2: CCN(CC)CCNC(=O)C1=C(NC(=C1C)C=C2C3=C(C=CC(=C3)F)NC2=O)C. Drug 1: C1=NC2=C(N=C(N=C2N1C3C(C(C(O3)CO)O)F)Cl)N. Synergy scores: CSS=8.13, Synergy_ZIP=-4.86, Synergy_Bliss=-4.46, Synergy_Loewe=-11.2, Synergy_HSA=-4.90. (4) Drug 1: C1CCC(CC1)NC(=O)N(CCCl)N=O. Drug 2: CC(C)(C#N)C1=CC(=CC(=C1)CN2C=NC=N2)C(C)(C)C#N. Cell line: NCI-H322M. Synergy scores: CSS=1.31, Synergy_ZIP=-1.44, Synergy_Bliss=-3.76, Synergy_Loewe=-5.26, Synergy_HSA=-4.30. (5) Drug 1: C1CC(=O)NC(=O)C1N2C(=O)C3=CC=CC=C3C2=O. Drug 2: CC1=C(C(=O)C2=C(C1=O)N3CC4C(C3(C2COC(=O)N)OC)N4)N. Cell line: HOP-62. Synergy scores: CSS=41.8, Synergy_ZIP=2.70, Synergy_Bliss=0.772, Synergy_Loewe=-37.6, Synergy_HSA=-1.56.